Dataset: Full USPTO retrosynthesis dataset with 1.9M reactions from patents (1976-2016). Task: Predict the reactants needed to synthesize the given product. (1) Given the product [ClH:29].[Cl:29][C:26]1[CH:25]=[CH:24][C:23]([C:22]([NH:21][C:18]2[CH:19]=[CH:20][C:15]([CH2:14][CH2:13][CH:10]3[CH2:11][CH2:12][NH:8][CH2:9]3)=[CH:16][CH:17]=2)=[O:30])=[CH:28][CH:27]=1, predict the reactants needed to synthesize it. The reactants are: C(OC([N:8]1[CH2:12][CH2:11][CH:10]([CH2:13][CH2:14][C:15]2[CH:20]=[CH:19][C:18]([NH:21][C:22](=[O:30])[C:23]3[CH:28]=[CH:27][C:26]([Cl:29])=[CH:25][CH:24]=3)=[CH:17][CH:16]=2)[CH2:9]1)=O)(C)(C)C.Cl. (2) Given the product [Br:1][C:2]1[CH:3]=[N:4][CH:5]=[C:6]([CH:10]=1)[C:7]([Cl:13])=[O:8], predict the reactants needed to synthesize it. The reactants are: [Br:1][C:2]1[CH:3]=[N:4][CH:5]=[C:6]([CH:10]=1)[C:7](O)=[O:8].O=S(Cl)[Cl:13]. (3) Given the product [F:36][C:37]1[CH:45]=[CH:44][C:40]([C:41]([N:4]([CH3:3])[CH2:5][CH2:6][CH2:7][CH2:8][CH2:9][CH2:10][CH2:11][CH2:12][CH2:13][N:14]2[CH2:15][CH2:16][CH:17]([O:20][C:21](=[O:35])[NH:22][C:23]3[CH:28]=[CH:27][CH:26]=[CH:25][C:24]=3[C:29]3[CH:30]=[CH:31][CH:32]=[CH:33][CH:34]=3)[CH2:18][CH2:19]2)=[O:43])=[CH:39][C:38]=1[OH:46], predict the reactants needed to synthesize it. The reactants are: Cl.Cl.[CH3:3][NH:4][CH2:5][CH2:6][CH2:7][CH2:8][CH2:9][CH2:10][CH2:11][CH2:12][CH2:13][N:14]1[CH2:19][CH2:18][CH:17]([O:20][C:21](=[O:35])[NH:22][C:23]2[CH:28]=[CH:27][CH:26]=[CH:25][C:24]=2[C:29]2[CH:34]=[CH:33][CH:32]=[CH:31][CH:30]=2)[CH2:16][CH2:15]1.[F:36][C:37]1[CH:45]=[CH:44][C:40]([C:41]([OH:43])=O)=[CH:39][C:38]=1[OH:46]. (4) Given the product [N:1]1([C:7]2[N:12]=[C:11]([N:13]3[CH:14]4[CH2:20][CH2:19][CH:18]3[CH2:17][O:16][CH2:15]4)[N:10]=[C:9]([C:21]3[CH:27]=[CH:26][C:24]([NH:25][C:29]([NH:40][C:41]4[CH:49]=[CH:48][C:44]([C:45]([NH2:47])=[O:46])=[CH:43][CH:42]=4)=[O:31])=[CH:23][CH:22]=3)[N:8]=2)[CH2:2][CH2:3][O:4][CH2:5][CH2:6]1, predict the reactants needed to synthesize it. The reactants are: [N:1]1([C:7]2[N:12]=[C:11]([N:13]3[CH:18]4[CH2:19][CH2:20][CH:14]3[CH2:15][O:16][CH2:17]4)[N:10]=[C:9]([C:21]3[CH:27]=[CH:26][C:24]([NH2:25])=[CH:23][CH:22]=3)[N:8]=2)[CH2:6][CH2:5][O:4][CH2:3][CH2:2]1.Cl[C:29](Cl)([O:31]C(=O)OC(Cl)(Cl)Cl)Cl.[NH2:40][C:41]1[CH:49]=[CH:48][C:44]([C:45]([NH2:47])=[O:46])=[CH:43][CH:42]=1. (5) Given the product [CH3:1][C:2]1[O:3][C:4]([C:7]([CH3:18])([C:9]2[CH:10]=[CH:11][C:12]([NH2:15])=[CH:13][CH:14]=2)[CH3:8])=[N:5][N:6]=1, predict the reactants needed to synthesize it. The reactants are: [CH3:1][C:2]1[O:3][C:4]([C:7]([CH3:18])([C:9]2[CH:14]=[CH:13][C:12]([N+:15]([O-])=O)=[CH:11][CH:10]=2)[CH3:8])=[N:5][N:6]=1. (6) Given the product [ClH:29].[NH2:9][C@H:8]1[CH2:7][CH2:6][S:5][C@H:4]2[CH2:17][CH2:18][CH2:19][C@@H:20]([C:21]([NH:22][C:23]3[S:24][CH:25]=[CH:26][N:27]=3)=[O:28])[N:3]2[C:2]1=[O:1], predict the reactants needed to synthesize it. The reactants are: [O:1]=[C:2]1[C@@H:8]([NH:9]C(=O)OC(C)(C)C)[CH2:7][CH2:6][S:5][C@H:4]2[CH2:17][CH2:18][CH2:19][C@@H:20]([C:21](=[O:28])[NH:22][C:23]3[S:24][CH:25]=[CH:26][N:27]=3)[N:3]12.[ClH:29]. (7) The reactants are: [Br:1][C:2]1[S:6][C:5]([C:7]([OH:10])([CH3:9])[CH3:8])=[CH:4][CH:3]=1.N1C=CN=C1.[CH3:16][Si:17](Cl)([CH3:19])[CH3:18].C([O-])(O)=O.[Na+]. Given the product [Br:1][C:2]1[S:6][C:5]([C:7]([O:10][Si:17]([CH3:19])([CH3:18])[CH3:16])([CH3:9])[CH3:8])=[CH:4][CH:3]=1, predict the reactants needed to synthesize it.